This data is from Human Reference Interactome with 51,813 positive PPI pairs across 8,248 proteins, plus equal number of experimentally-validated negative pairs. The task is: Binary Classification. Given two protein amino acid sequences, predict whether they physically interact or not. (1) Protein 1 (ENSG00000100055) has sequence MDLCHPEPAELSSGETEELQRIKWHRKQLLEDIQKLKDEIADVFAQIDCFESAEESRMAQKEKELCIGRKKFNMDPAKGIQYFIEHKLLTPDVQDIARFLYKGEGLNKTAIGTYLGERDPINLQVLQAFVDCHEFANLNLVQALRQFLWSFRLPGEAQKIDRMMEAFATRYCLCNPGVFQSTDTCYVLSFSIIMLNTSLHNPNVRDRPPFERFVSMNRGINNGSDLPEDQLRNLFDSIKSEPFSIPEDDGNDLTHTFFNPDREGWLLKLGGRVKTWKRRWFILTDNCLYYFEFTTDKEPR.... Protein 2 (ENSG00000186832) has sequence MTTCSRQFTSSSSMKGSCGIGGGIGGGSSRISSVLAGGSCRAPSTYGGGLSVSSRFSSGGACGLGGGYGGGFSSSSSFGSGFGGGYGGGLGAGFGGGLGAGFGGGFAGGDGLLVGSEKVTMQNLNDRLASYLDKVRALEEANADLEVKIRDWYQRQRPSEIKDYSPYFKTIEDLRNKIIAATIENAQPILQIDNARLAADDFRTKYEHELALRQTVEADVNGLRRVLDELTLARTDLEMQIEGLKEELAYLRKNHEEEMLALRGQTGGDVNVEMDAAPGVDLSRILNEMRDQYEQMAEKN.... Result: 1 (the proteins interact). (2) Protein 1 (ENSG00000158106) has sequence MILEERPDGAGAGEESPRLQGCDSLTQIQCGQLQSRRAQIHQQIDKELQMRTGAENLYRATSNNRVRETVALELSYVNSNLQLLKEELEELSGGVDPGRHGSEAVTVPMIPLGLKETKELDWSTPLKELISVHFGEDGASYEAEIRELEALRQAMRTPSRNESGLELLTAYYNQLCFLDARFLTPARSLGLFFHWYDSLTGVPAQQRALAFEKGSVLFNIGALHTQIGARQDRSCTEGARRAMEAFQRAAGAFSLLRENFSHAPSPDMSAASLCALEQLMMAQAQECVFEGLSPPASMAP.... Protein 2 (ENSG00000158301) has sequence MTGAEIEPSAQAKPEKKAGEEVIAGPERENDVPLVVRPKVRTQATTGARPKTETKSVPAARPKTEAQAMSGARPKTEVQVMGGARPKTEAQGITGARPKTDARAVGGARSKTDAKAIPGARPKDEAQAWAQSEFGTEAVSQAEGVSQTNAVAWPLATAESGSVTKSKGLSMDRELVNVDAETFPGTQGQKGIQPWFGPGEETNMGSWCYSRPRAREEASNESGFWSADETSTASSFWTGEETSVRSWPREESNTRSRHRAKHQTNPRSRPRSKQEAYVDSWSGSEDEASNPFSFWVGENT.... Result: 1 (the proteins interact).